Dataset: Reaction yield outcomes from USPTO patents with 853,638 reactions. Task: Predict the reaction yield, written as a fraction of the theoretical maximum amount of product (1.0 means a 100% yield; for example, 0.34 means a 34% yield). The reactants are [C:1]([O:5][C:6](=[O:20])[C:7]([CH3:19])([NH:9][C:10]1[CH:15]=[CH:14][CH:13]=[CH:12][C:11]=1[N+:16]([O-])=O)[CH3:8])([CH3:4])([CH3:3])[CH3:2]. The catalyst is CCO.[Pd]. The product is [C:1]([O:5][C:6](=[O:20])[C:7]([NH:9][C:10]1[CH:15]=[CH:14][CH:13]=[CH:12][C:11]=1[NH2:16])([CH3:19])[CH3:8])([CH3:2])([CH3:3])[CH3:4]. The yield is 1.00.